Dataset: NCI-60 drug combinations with 297,098 pairs across 59 cell lines. Task: Regression. Given two drug SMILES strings and cell line genomic features, predict the synergy score measuring deviation from expected non-interaction effect. (1) Synergy scores: CSS=0.0165, Synergy_ZIP=0.219, Synergy_Bliss=0.294, Synergy_Loewe=0.563, Synergy_HSA=-0.890. Cell line: SNB-75. Drug 1: C1CC(C1)(C(=O)O)C(=O)O.[NH2-].[NH2-].[Pt+2]. Drug 2: C(=O)(N)NO. (2) Drug 2: CCC1(C2=C(COC1=O)C(=O)N3CC4=CC5=C(C=CC(=C5CN(C)C)O)N=C4C3=C2)O.Cl. Synergy scores: CSS=80.7, Synergy_ZIP=1.41, Synergy_Bliss=-0.658, Synergy_Loewe=-7.85, Synergy_HSA=2.36. Drug 1: C1=NC2=C(N=C(N=C2N1C3C(C(C(O3)CO)O)F)Cl)N. Cell line: NCI-H460. (3) Drug 1: CCC(=C(C1=CC=CC=C1)C2=CC=C(C=C2)OCCN(C)C)C3=CC=CC=C3.C(C(=O)O)C(CC(=O)O)(C(=O)O)O. Drug 2: CN1C(=O)N2C=NC(=C2N=N1)C(=O)N. Cell line: SK-MEL-28. Synergy scores: CSS=-0.0280, Synergy_ZIP=-0.478, Synergy_Bliss=-1.08, Synergy_Loewe=-4.35, Synergy_HSA=-2.90. (4) Cell line: LOX IMVI. Synergy scores: CSS=12.8, Synergy_ZIP=-4.23, Synergy_Bliss=0.735, Synergy_Loewe=4.76, Synergy_HSA=4.88. Drug 1: C1CCC(C1)C(CC#N)N2C=C(C=N2)C3=C4C=CNC4=NC=N3. Drug 2: N.N.Cl[Pt+2]Cl. (5) Drug 1: CC1C(C(CC(O1)OC2CC(OC(C2O)C)OC3=CC4=CC5=C(C(=O)C(C(C5)C(C(=O)C(C(C)O)O)OC)OC6CC(C(C(O6)C)O)OC7CC(C(C(O7)C)O)OC8CC(C(C(O8)C)O)(C)O)C(=C4C(=C3C)O)O)O)O. Drug 2: CCC1(CC2CC(C3=C(CCN(C2)C1)C4=CC=CC=C4N3)(C5=C(C=C6C(=C5)C78CCN9C7C(C=CC9)(C(C(C8N6C)(C(=O)OC)O)OC(=O)C)CC)OC)C(=O)OC)O.OS(=O)(=O)O. Cell line: MCF7. Synergy scores: CSS=40.8, Synergy_ZIP=3.57, Synergy_Bliss=4.27, Synergy_Loewe=0.926, Synergy_HSA=1.76. (6) Drug 1: CN(C)N=NC1=C(NC=N1)C(=O)N. Drug 2: CCC1(C2=C(COC1=O)C(=O)N3CC4=CC5=C(C=CC(=C5CN(C)C)O)N=C4C3=C2)O.Cl. Cell line: A498. Synergy scores: CSS=7.19, Synergy_ZIP=-4.00, Synergy_Bliss=-1.91, Synergy_Loewe=-12.0, Synergy_HSA=-2.47. (7) Synergy scores: CSS=0.499, Synergy_ZIP=-0.425, Synergy_Bliss=-1.11, Synergy_Loewe=-3.59, Synergy_HSA=-3.00. Drug 1: CCC1(CC2CC(C3=C(CCN(C2)C1)C4=CC=CC=C4N3)(C5=C(C=C6C(=C5)C78CCN9C7C(C=CC9)(C(C(C8N6C)(C(=O)OC)O)OC(=O)C)CC)OC)C(=O)OC)O.OS(=O)(=O)O. Drug 2: C#CCC(CC1=CN=C2C(=N1)C(=NC(=N2)N)N)C3=CC=C(C=C3)C(=O)NC(CCC(=O)O)C(=O)O. Cell line: SNB-75.